From a dataset of Reaction yield outcomes from USPTO patents with 853,638 reactions. Predict the reaction yield, written as a fraction of the theoretical maximum amount of product (1.0 means a 100% yield; for example, 0.34 means a 34% yield). (1) The reactants are [Cl-].[CH3:2][O:3][C:4]1[CH:9]=[CH:8][C:7]([S+:10]2[C:14]3[CH:15]=[CH:16][CH:17]=[CH:18][C:13]=3[C:12]3[CH:19]=[CH:20][CH:21]=[CH:22][C:11]2=3)=[CH:6][C:5]=1[CH:23]([CH2:42][C:43]([O:45][C:46]1([CH3:56])[CH:53]2[CH2:54][CH:49]3[CH2:50][CH:51]([CH2:55][CH:47]1[CH2:48]3)[CH2:52]2)=[O:44])[C:24]([O:26][CH2:27][C:28]([O:30][C:31]1([CH3:41])[CH:38]2[CH2:39][CH:34]3[CH2:35][CH:36]([CH2:40][CH:32]1[CH2:33]3)[CH2:37]2)=[O:29])=[O:25].[F:57][C:58]([F:70])([S:66]([O-:69])(=[O:68])=[O:67])[CH2:59][O:60][C:61](=[O:65])[C:62]([CH3:64])=[CH2:63].C[N+](C)(C)CC1C=CC=CC=1.O. The catalyst is C(Cl)Cl. The product is [F:70][C:58]([F:57])([S:66]([O-:69])(=[O:68])=[O:67])[CH2:59][O:60][C:61](=[O:65])[C:62]([CH3:64])=[CH2:63].[CH3:2][O:3][C:4]1[CH:9]=[CH:8][C:7]([S+:10]2[C:11]3[CH:22]=[CH:21][CH:20]=[CH:19][C:12]=3[C:13]3[CH:18]=[CH:17][CH:16]=[CH:15][C:14]2=3)=[CH:6][C:5]=1[CH:23]([CH2:42][C:43]([O:45][C:46]1([CH3:56])[CH:47]2[CH2:55][CH:51]3[CH2:50][CH:49]([CH2:54][CH:53]1[CH2:52]3)[CH2:48]2)=[O:44])[C:24]([O:26][CH2:27][C:28]([O:30][C:31]1([CH3:41])[CH:38]2[CH2:39][CH:34]3[CH2:35][CH:36]([CH2:40][CH:32]1[CH2:33]3)[CH2:37]2)=[O:29])=[O:25]. The yield is 0.770. (2) The catalyst is CS(C)=O. The yield is 0.840. The product is [Cl:10][C:11]1[CH:18]=[CH:17][C:14]([CH2:15][N:4]2[C:5](=[O:6])[C:7]([CH3:9])=[N:8][NH:1][C:2]2=[O:3])=[CH:13][CH:12]=1. The reactants are [NH:1]1[CH:9]=[C:7]([NH2:8])[C:5](=[O:6])[NH:4][C:2]1=[O:3].[Cl:10][C:11]1[CH:18]=[CH:17][C:14]([CH2:15]Br)=[CH:13][CH:12]=1.[H-].[Na+].C(OCC)(=O)C. (3) The reactants are [N:1]([O-:3])=[O:2].[Na+].[CH:5]1([C:8]2[C:17]3[C:12](=[CH:13][CH:14]=[CH:15][CH:16]=3)[CH:11]=[CH:10][CH:9]=2)[CH2:7][CH2:6]1.O. The catalyst is C(OCC)(=O)C. The product is [CH:5]1([C:8]2[C:17]3[C:12](=[CH:13][CH:14]=[CH:15][CH:16]=3)[C:11]([N+:1]([O-:3])=[O:2])=[CH:10][CH:9]=2)[CH2:7][CH2:6]1. The yield is 0.640.